Dataset: Catalyst prediction with 721,799 reactions and 888 catalyst types from USPTO. Task: Predict which catalyst facilitates the given reaction. (1) Reactant: [C:1]([O:5][C:6](=[O:27])[NH:7][CH:8]1[CH2:17][CH2:16][C:15]2[C:10](=[CH:11][C:12]([CH2:18][NH2:19])=[CH:13][CH:14]=2)[CH:9]1[CH2:20][C:21]1[CH:26]=[CH:25][CH:24]=[CH:23][CH:22]=1)([CH3:4])([CH3:3])[CH3:2].[F:28][CH2:29][CH2:30][CH2:31][S:32](Cl)(=[O:34])=[O:33]. Product: [C:1]([O:5][C:6](=[O:27])[NH:7][CH:8]1[CH2:17][CH2:16][C:15]2[C:10](=[CH:11][C:12]([CH2:18][NH:19][S:32]([CH2:31][CH2:30][CH2:29][F:28])(=[O:34])=[O:33])=[CH:13][CH:14]=2)[CH:9]1[CH2:20][C:21]1[CH:22]=[CH:23][CH:24]=[CH:25][CH:26]=1)([CH3:4])([CH3:2])[CH3:3]. The catalyst class is: 112. (2) Reactant: [F:1][C:2]1[CH:7]=[CH:6][CH:5]=[C:4]([F:8])[C:3]=1[N:9]1[C:13]2[NH:14][C:15](=[O:23])[C:16](C(OCC)=O)=[CH:17][C:12]=2[CH:11]=[N:10]1.O.[OH-].[Li+].C1C(=O)N([Br:34])C(=O)C1.C([O-])(O)=O.[Na+]. Product: [Br:34][C:16]1[C:15](=[O:23])[NH:14][C:13]2[N:9]([C:3]3[C:2]([F:1])=[CH:7][CH:6]=[CH:5][C:4]=3[F:8])[N:10]=[CH:11][C:12]=2[CH:17]=1. The catalyst class is: 578. (3) Reactant: [N:1]1([C:7]([O:9][C:10]([CH3:13])([CH3:12])[CH3:11])=[O:8])[CH2:6][CH2:5][NH:4][CH2:3][CH2:2]1.C(=O)([O-])[O-].[K+].[K+].Cl.Cl[CH2:22][C:23]1[N:24]([CH3:30])[C:25](=[N:28][CH3:29])[S:26][CH:27]=1. Product: [CH3:30][N:24]1[C:23]([CH2:22][N:4]2[CH2:5][CH2:6][N:1]([C:7]([O:9][C:10]([CH3:13])([CH3:12])[CH3:11])=[O:8])[CH2:2][CH2:3]2)=[CH:27][S:26]/[C:25]/1=[N:28]\[CH3:29]. The catalyst class is: 10. (4) The catalyst class is: 5. Reactant: [N:1]1([C:7]2[CH:8]=[C:9]([CH:17]=[C:18]([N+:20]([O-:22])=[O:21])[CH:19]=2)[C:10]([O:12][C:13](C)(C)C)=[O:11])[CH2:6][CH2:5][O:4][CH2:3][CH2:2]1.N12CCCN=C1CCCCC2.[Br-].[K+].Cl. Product: [N:1]1([C:7]2[CH:8]=[C:9]([CH:17]=[C:18]([N+:20]([O-:22])=[O:21])[CH:19]=2)[C:10]([O:12][CH3:13])=[O:11])[CH2:6][CH2:5][O:4][CH2:3][CH2:2]1. (5) Reactant: [CH2:1]([O:3][C:4]([N:6]1[C:15]2[C:10](=[CH:11][C:12]([C:16]([F:19])([F:18])[F:17])=[CH:13][CH:14]=2)[C@@H:9]([NH2:20])[CH2:8][C@H:7]1[CH2:21][CH3:22])=[O:5])[CH3:2].[F:23][C:24]([F:38])([F:37])[C:25]1[CH:26]=[C:27]([CH:30]=[C:31]([C:33]([F:36])([F:35])[F:34])[CH:32]=1)[CH:28]=O.C(O)(=O)C.[BH-](OC(C)=O)(OC(C)=O)OC(C)=O.[Na+]. Product: [F:23][C:24]([F:37])([F:38])[C:25]1[CH:26]=[C:27]([CH:30]=[C:31]([C:33]([F:36])([F:34])[F:35])[CH:32]=1)[CH2:28][NH:20][C@@H:9]1[C:10]2[C:15](=[CH:14][CH:13]=[C:12]([C:16]([F:17])([F:18])[F:19])[CH:11]=2)[N:6]([C:4]([O:3][CH2:1][CH3:2])=[O:5])[C@H:7]([CH2:21][CH3:22])[CH2:8]1. The catalyst class is: 26. (6) Reactant: [F:1][C:2]1[CH:9]=[C:8]([C:10]#[C:11]C(O)(C)C)[CH:7]=[CH:6][C:3]=1[C:4]#[N:5].[H-].[Na+]. Product: [C:10]([C:8]1[CH:7]=[CH:6][C:3]([C:4]#[N:5])=[C:2]([F:1])[CH:9]=1)#[CH:11]. The catalyst class is: 11. (7) Reactant: [CH3:1][O:2][C:3](=[O:21])[C@@H:4]([NH:12][C:13]([O:15][CH:16]1[CH2:20][CH2:19][CH2:18][CH2:17]1)=[O:14])[CH2:5][CH2:6][CH2:7][CH2:8][CH2:9][CH:10]=[CH2:11].B1C2CCCC1CCC2.C([O-])(O)=[O:32].[Na+].OO. Product: [CH3:1][O:2][C:3](=[O:21])[C@@H:4]([NH:12][C:13]([O:15][CH:16]1[CH2:17][CH2:18][CH2:19][CH2:20]1)=[O:14])[CH2:5][CH2:6][CH2:7][CH2:8][CH2:9][CH2:10][CH2:11][OH:32]. The catalyst class is: 20.